From a dataset of Reaction yield outcomes from USPTO patents with 853,638 reactions. Predict the reaction yield, written as a fraction of the theoretical maximum amount of product (1.0 means a 100% yield; for example, 0.34 means a 34% yield). (1) The reactants are Br[C:2]1[CH:11]=[C:10]2[C:5]([CH:6]=[CH:7][C:8](=[O:30])[N:9]2[CH2:12][CH2:13][N:14]2[CH2:19][CH2:18][C@H:17]([NH:20][C:21](=[O:27])[O:22][C:23]([CH3:26])([CH3:25])[CH3:24])[C@H:16]([O:28][CH3:29])[CH2:15]2)=[CH:4][CH:3]=1.[C-:31]#[N:32].[K+]. The catalyst is C(#N)C.ClCCl.C1C=CC(/C=C/C(/C=C/C2C=CC=CC=2)=O)=CC=1.C1C=CC(/C=C/C(/C=C/C2C=CC=CC=2)=O)=CC=1.C1C=CC(/C=C/C(/C=C/C2C=CC=CC=2)=O)=CC=1.[Pd].[Pd].C([Sn](Cl)(CCCC)CCCC)CCC.C1(P(C2C=CC=CC=2)C2C3OC4C(=CC=CC=4P(C4C=CC=CC=4)C4C=CC=CC=4)C(C)(C)C=3C=CC=2)C=CC=CC=1. The product is [C:31]([C:2]1[CH:11]=[C:10]2[C:5]([CH:6]=[CH:7][C:8](=[O:30])[N:9]2[CH2:12][CH2:13][N:14]2[CH2:19][CH2:18][C@H:17]([NH:20][C:21](=[O:27])[O:22][C:23]([CH3:24])([CH3:26])[CH3:25])[C@H:16]([O:28][CH3:29])[CH2:15]2)=[CH:4][CH:3]=1)#[N:32]. The yield is 0.760. (2) The reactants are [CH2:1]([O:8][CH2:9][C@@H:10]([CH2:21][N:22]1[CH:27]=[CH:26][C:25]([N:28]2C=NC=N2)=[N:24][C:23]1=[O:33])[C@H:11]([O:13][Si:14]([C:17]([CH3:20])([CH3:19])[CH3:18])([CH3:16])[CH3:15])[CH3:12])[C:2]1[CH:7]=[CH:6][CH:5]=[CH:4][CH:3]=1. The catalyst is N.CO. The product is [CH2:1]([O:8][CH2:9][C@@H:10]([CH2:21][N:22]1[CH:27]=[CH:26][C:25]([NH2:28])=[N:24][C:23]1=[O:33])[C@H:11]([O:13][Si:14]([C:17]([CH3:19])([CH3:20])[CH3:18])([CH3:15])[CH3:16])[CH3:12])[C:2]1[CH:3]=[CH:4][CH:5]=[CH:6][CH:7]=1. The yield is 0.950. (3) The reactants are [OH:1][C:2]1[CH:3]=[C:4]([CH:7]=[CH:8][C:9]=1[OH:10])[CH:5]=[O:6].C(=O)([O-])[O-].[K+].[K+].CC1C=CC(S(O[CH2:28][CH2:29][CH2:30][F:31])(=O)=O)=CC=1.Cl. The catalyst is CN(C)C=O.O.C(OCC)(=O)C. The product is [F:31][CH2:30][CH2:29][CH2:28][O:10][C:9]1[CH:8]=[CH:7][C:4]([CH:5]=[O:6])=[CH:3][C:2]=1[OH:1]. The yield is 0.500. (4) The yield is 0.697. The catalyst is CO.Cl. The reactants are [Cl:1][C:2]1[C:34]([O:35][CH3:36])=[CH:33][C:32]([C:37](=[O:40])[NH:38][CH3:39])=[CH:31][C:3]=1[CH2:4][CH2:5][C:6]1[CH:7]=[N:8][C:9]([NH:12][C:13]2[CH:14]=[N:15][N:16]([CH:18]3[CH2:23][CH2:22][N:21](C(OC(C)(C)C)=O)[CH2:20][CH2:19]3)[CH:17]=2)=[N:10][CH:11]=1. The product is [Cl:1][C:2]1[C:3]([CH2:4][CH2:5][C:6]2[CH:7]=[N:8][C:9]([NH:12][C:13]3[CH:14]=[N:15][N:16]([CH:18]4[CH2:23][CH2:22][NH:21][CH2:20][CH2:19]4)[CH:17]=3)=[N:10][CH:11]=2)=[CH:31][C:32]([C:37]([NH:38][CH3:39])=[O:40])=[CH:33][C:34]=1[O:35][CH3:36]. (5) The reactants are [C:1]1([CH2:7][C:8]([C@H:10]2[CH2:14][CH2:13][CH2:12][O:11]2)=O)[CH:6]=[CH:5][CH:4]=[CH:3][CH:2]=1.[CH2:15]([O:17][C:18]1[CH:19]=[C:20]([CH:23]=[C:24]([N+:27]([O-:29])=[O:28])[C:25]=1[OH:26])[CH:21]=O)[CH3:16].[NH2:30][C:31]([NH2:33])=[O:32]. The catalyst is C(O)C.Cl. The product is [CH2:15]([O:17][C:18]1[CH:19]=[C:20]([CH:21]2[C:7]([C:1]3[CH:6]=[CH:5][CH:4]=[CH:3][CH:2]=3)=[C:8]([C@H:10]3[CH2:14][CH2:13][CH2:12][O:11]3)[NH:33][C:31](=[O:32])[NH:30]2)[CH:23]=[C:24]([N+:27]([O-:29])=[O:28])[C:25]=1[OH:26])[CH3:16]. The yield is 0.0500.